This data is from TCR-epitope binding with 47,182 pairs between 192 epitopes and 23,139 TCRs. The task is: Binary Classification. Given a T-cell receptor sequence (or CDR3 region) and an epitope sequence, predict whether binding occurs between them. (1) The epitope is KLWAQCVQL. The TCR CDR3 sequence is CASSSGTVSFDEQFF. Result: 1 (the TCR binds to the epitope). (2) The epitope is KLFIRQEEV. The TCR CDR3 sequence is CASSARAFPEGNQPQHF. Result: 0 (the TCR does not bind to the epitope).